This data is from Full USPTO retrosynthesis dataset with 1.9M reactions from patents (1976-2016). The task is: Predict the reactants needed to synthesize the given product. Given the product [OH:10][CH2:9][C:3]1[CH:2]=[CH:1][C:6]([CH:7]=[O:8])=[CH:5][CH:4]=1, predict the reactants needed to synthesize it. The reactants are: [CH:1]1[C:6]([CH:7]=[O:8])=[CH:5][CH:4]=[C:3]([CH:9]=[O:10])[CH:2]=1.NCC1C=CC=CN=1.[H][H].